This data is from Reaction yield outcomes from USPTO patents with 853,638 reactions. The task is: Predict the reaction yield, written as a fraction of the theoretical maximum amount of product (1.0 means a 100% yield; for example, 0.34 means a 34% yield). (1) The reactants are [OH:1][C:2]1[CH:15]=[CH:14][C:5]2[C@H:6]([CH2:9][C:10]([O:12]C)=[O:11])[CH2:7][O:8][C:4]=2[CH:3]=1.C([O-])([O-])=O.[K+].[K+].[F:22][C:23]1[CH:30]=[C:29]([F:31])[CH:28]=[CH:27][C:24]=1[CH2:25]Cl.O. The catalyst is CN(C=O)C.CCOC(C)=O. The product is [F:22][C:23]1[CH:30]=[C:29]([F:31])[CH:28]=[CH:27][C:24]=1[CH2:25][O:1][C:2]1[CH:15]=[CH:14][C:5]2[C@H:6]([CH2:9][C:10]([OH:12])=[O:11])[CH2:7][O:8][C:4]=2[CH:3]=1. The yield is 0.344. (2) The reactants are [F:1][C:2]([F:17])([F:16])[C:3]1[N:8]=[N:7][C:6]([C:9]2[CH:14]=[CH:13][NH:12][C:11](=[O:15])[CH:10]=2)=[CH:5][CH:4]=1.Br[C:19]1[CH:20]=[CH:21][C:22]2[C:23]3[CH2:32][N:31]([C:33]([O:35][C:36]([CH3:39])([CH3:38])[CH3:37])=[O:34])[CH2:30][CH2:29][C:24]=3[N:25]([CH3:28])[C:26]=2[CH:27]=1. No catalyst specified. The yield is 0.460. The product is [CH3:28][N:25]1[C:26]2[CH:27]=[C:19]([N:12]3[CH:13]=[CH:14][C:9]([C:6]4[N:7]=[N:8][C:3]([C:2]([F:1])([F:16])[F:17])=[CH:4][CH:5]=4)=[CH:10][C:11]3=[O:15])[CH:20]=[CH:21][C:22]=2[C:23]2[CH2:32][N:31]([C:33]([O:35][C:36]([CH3:39])([CH3:38])[CH3:37])=[O:34])[CH2:30][CH2:29][C:24]1=2. (3) The reactants are [Br:1][C:2]1[CH:3]=[C:4]([CH:20]=[CH:21][C:22]=1[O:23]C)[CH2:5][C:6]1[N:15]2[N:16]=[C:17]([NH2:19])[N:18]=[C:14]2[C:13]2[CH:12]=[CH:11][CH:10]=[CH:9][C:8]=2[N:7]=1.COC1C=C(C=C(OC)C=1)CC1N2N=C(N)N=C2C2C=CC=CC=2N=1. No catalyst specified. The product is [NH2:19][C:17]1[N:18]=[C:14]2[N:15]([C:6]([CH2:5][C:4]3[CH:20]=[CH:21][C:22]([OH:23])=[C:2]([Br:1])[CH:3]=3)=[N:7][C:8]3[CH:9]=[CH:10][CH:11]=[CH:12][C:13]=32)[N:16]=1. The yield is 0.680. (4) The reactants are [Cl:1][C:2]1[CH:7]=[CH:6][C:5]([NH:8][S:9]([CH2:12][CH2:13][CH3:14])(=[O:11])=[O:10])=[CH:4][C:3]=1[N+:15]([O-])=O.Cl. The catalyst is CO. The product is [NH2:15][C:3]1[CH:4]=[C:5]([NH:8][S:9]([CH2:12][CH2:13][CH3:14])(=[O:11])=[O:10])[CH:6]=[CH:7][C:2]=1[Cl:1]. The yield is 0.890. (5) The reactants are [C:1]([O:4][C:5]1[CH:20]=[C:19]([NH:21][S:22]([C:25]2[C:34]3[C:29](=[CH:30][CH:31]=[CH:32][CH:33]=3)[CH:28]=[CH:27][CH:26]=2)(=[O:24])=[O:23])[CH:18]=[CH:17][C:6]=1[C:7]([O:9]CC1C=CC=CC=1)=[O:8])(=[O:3])[CH3:2].[H][H]. The catalyst is [Pd].CCOC(C)=O. The product is [C:1]([O:4][C:5]1[CH:20]=[C:19]([NH:21][S:22]([C:25]2[C:34]3[C:29](=[CH:30][CH:31]=[CH:32][CH:33]=3)[CH:28]=[CH:27][CH:26]=2)(=[O:23])=[O:24])[CH:18]=[CH:17][C:6]=1[C:7]([OH:9])=[O:8])(=[O:3])[CH3:2]. The yield is 0.480. (6) The reactants are Br[C:2]1[CH:7]=[C:6]([N+:8]([O-:10])=[O:9])[CH:5]=[CH:4][C:3]=1[C:11]([CH3:14])([CH3:13])[CH3:12].[CH3:15][N:16](C=O)C. The product is [C:11]([C:3]1[CH:4]=[CH:5][C:6]([N+:8]([O-:10])=[O:9])=[CH:7][C:2]=1[C:15]#[N:16])([CH3:14])([CH3:13])[CH3:12]. The catalyst is O.[C-]#N.[C-]#N.[Zn+2].C1C=CC([P]([Pd]([P](C2C=CC=CC=2)(C2C=CC=CC=2)C2C=CC=CC=2)([P](C2C=CC=CC=2)(C2C=CC=CC=2)C2C=CC=CC=2)[P](C2C=CC=CC=2)(C2C=CC=CC=2)C2C=CC=CC=2)(C2C=CC=CC=2)C2C=CC=CC=2)=CC=1. The yield is 0.800.